From a dataset of Reaction yield outcomes from USPTO patents with 853,638 reactions. Predict the reaction yield, written as a fraction of the theoretical maximum amount of product (1.0 means a 100% yield; for example, 0.34 means a 34% yield). (1) The reactants are [Mg].[F:2][C:3]1[CH:4]=[C:5](Br)[CH:6]=[C:7]([F:10])[C:8]=1[F:9].[B:12](OC)([O:15]C)[O:13]C.Cl. No catalyst specified. The product is [F:2][C:3]1[CH:4]=[C:5]([B:12]([OH:15])[OH:13])[CH:6]=[C:7]([F:10])[C:8]=1[F:9]. The yield is 0.400. (2) The reactants are Br[C:2]1[C:7]2[N:8]=[C:9]([C:11]3[C:18]([Cl:19])=[CH:17][C:14]([C:15]#[N:16])=[CH:13][C:12]=3[Cl:20])[NH:10][C:6]=2[CH:5]=[CH:4][N:3]=1.[CH:21]1([C:24]([NH2:26])=[O:25])[CH2:23][CH2:22]1.CC1(C)C2C(=C(P(C3C=CC=CC=3)C3C=CC=CC=3)C=CC=2)OC2C(P(C3C=CC=CC=3)C3C=CC=CC=3)=CC=CC1=2.C([O-])([O-])=O.[Cs+].[Cs+]. The catalyst is C1C=CC(/C=C/C(/C=C/C2C=CC=CC=2)=O)=CC=1.C1C=CC(/C=C/C(/C=C/C2C=CC=CC=2)=O)=CC=1.C1C=CC(/C=C/C(/C=C/C2C=CC=CC=2)=O)=CC=1.[Pd].[Pd].O1CCOCC1. The product is [Cl:20][C:12]1[CH:13]=[C:14]([C:15]#[N:16])[CH:17]=[C:18]([Cl:19])[C:11]=1[C:9]1[NH:8][C:7]2[C:2]([NH:26][C:24]([CH:21]3[CH2:23][CH2:22]3)=[O:25])=[N:3][CH:4]=[CH:5][C:6]=2[N:10]=1. The yield is 0.150. (3) The reactants are [Br-:1].[Li+].[OH:3][C@@H:4]1[C@H:8]2[N:9]([C:23]([O:25][C:26]([CH3:29])([CH3:28])[CH3:27])=[O:24])[CH2:10][C@@H:11](OS(C3C=CC(C)=CC=3)(=O)=O)[C@H:7]2[O:6][CH2:5]1.C(Cl)Cl. The catalyst is CN(C=O)C. The product is [Br:1][C@H:11]1[CH2:10][N:9]([C:23]([O:25][C:26]([CH3:29])([CH3:28])[CH3:27])=[O:24])[C@@H:8]2[C@@H:4]([OH:3])[CH2:5][O:6][C@H:7]12. The yield is 0.526. (4) The reactants are [CH:1]([C:3]1[C:11]2[C:6](=[CH:7][C:8]([C@H:12]3[C@@:14]4([C:22]5[C:17](=[CH:18][CH:19]=[CH:20][CH:21]=5)[NH:16][C:15]4=[O:23])[CH2:13]3)=[CH:9][CH:10]=2)[NH:5][N:4]=1)=[CH2:2].Br[C:25]1[C:26]([CH3:31])=[N:27][CH:28]=[CH:29][CH:30]=1.CCN(C(C)C)C(C)C.CC1C=CC=CC=1P(C1C=CC=CC=1C)C1C=CC=CC=1C. The catalyst is CN(C=O)C.CC([O-])=O.CC([O-])=O.[Pd+2]. The product is [CH3:31][C:26]1[N:27]=[CH:28][C:29](/[CH:2]=[CH:1]/[C:3]2[C:11]3[C:6](=[CH:7][C:8]([C@H:12]4[C@@:14]5([C:22]6[C:17](=[CH:18][CH:19]=[CH:20][CH:21]=6)[NH:16][C:15]5=[O:23])[CH2:13]4)=[CH:9][CH:10]=3)[NH:5][N:4]=2)=[CH:30][CH:25]=1. The yield is 0.250. (5) The reactants are N12CCCN=C1CCCCC2.[NH:12]1[CH:16]=[C:15]([C:17]2[CH:18]=[N:19][C:20]3[N:21]([C:23]([CH2:26][C:27]4[CH:28]=[C:29]5[C:34](=[CH:35][CH:36]=4)[N:33]=[CH:32][CH:31]=[CH:30]5)=[CH:24][N:25]=3)[N:22]=2)[CH:14]=[N:13]1.[C:37]([CH:39]=[C:40]1[CH2:45][CH2:44][N:43]([C:46]([O:48][C:49]([CH3:52])([CH3:51])[CH3:50])=[O:47])[CH2:42][CH2:41]1)#[N:38]. The catalyst is C(#N)C. The product is [C:37]([CH2:39][C:40]1([N:12]2[CH:16]=[C:15]([C:17]3[CH:18]=[N:19][C:20]4[N:21]([C:23]([CH2:26][C:27]5[CH:28]=[C:29]6[C:34](=[CH:35][CH:36]=5)[N:33]=[CH:32][CH:31]=[CH:30]6)=[CH:24][N:25]=4)[N:22]=3)[CH:14]=[N:13]2)[CH2:41][CH2:42][N:43]([C:46]([O:48][C:49]([CH3:52])([CH3:51])[CH3:50])=[O:47])[CH2:44][CH2:45]1)#[N:38]. The yield is 0.357. (6) The product is [Cl:1][C:2]1[N:7]=[N:6][C:5]([CH:8]([F:21])[C:9]([O:11][CH2:12][CH3:13])=[O:10])=[CH:4][CH:3]=1. The catalyst is C(O)(C(F)(F)F)=O.C(Cl)Cl. The reactants are [Cl:1][C:2]1[N:7]=[N:6][C:5]([C:8]([F:21])(C(OCC)=O)[C:9]([O:11][C:12](C)(C)[CH3:13])=[O:10])=[CH:4][CH:3]=1. The yield is 0.890.